Dataset: Catalyst prediction with 721,799 reactions and 888 catalyst types from USPTO. Task: Predict which catalyst facilitates the given reaction. (1) The catalyst class is: 2. Product: [CH2:20]([C:17]1[CH:16]=[CH:15][C:14]([C:11]2[CH:12]=[CH:13][C:8]3[N:7]=[C:29]([C:31]4[CH:32]=[C:33]([CH:36]=[CH:37][CH:38]=4)[C:34]#[N:35])[CH2:28][C:27](=[O:39])[NH:22][C:9]=3[CH:10]=2)=[CH:19][CH:18]=1)[CH3:21]. Reactant: C(OC(=O)[NH:7][C:8]1[CH:13]=[CH:12][C:11]([C:14]2[CH:19]=[CH:18][C:17]([CH2:20][CH3:21])=[CH:16][CH:15]=2)=[CH:10][C:9]=1[NH2:22])(C)(C)C.CC1(C)O[C:29]([C:31]2[CH:32]=[C:33]([CH:36]=[CH:37][CH:38]=2)[C:34]#[N:35])=[CH:28][C:27](=[O:39])O1.C(O)(C(F)(F)F)=O. (2) Reactant: [C:1]1([C:7]2[N:8]([C:14]3[N:19]=[CH:18][CH:17]=[CH:16][N:15]=3)[CH:9]=[C:10]([CH:12]=O)[N:11]=2)[CH:6]=[CH:5][CH:4]=[CH:3][CH:2]=1.[CH3:20][NH2:21].CO.[BH4-].[Na+].[ClH:26].C(=O)([O-])O.[Na+]. Product: [ClH:26].[ClH:26].[CH3:20][NH:21][CH2:12][C:10]1[N:11]=[C:7]([C:1]2[CH:6]=[CH:5][CH:4]=[CH:3][CH:2]=2)[N:8]([C:14]2[N:19]=[CH:18][CH:17]=[CH:16][N:15]=2)[CH:9]=1. The catalyst class is: 5. (3) Reactant: [C:1]([NH:5][C:6]([C:8]1[C:9]([C:21]2[S:25][C:24]3[CH:26]=[CH:27][C:28]([CH3:30])=[CH:29][C:23]=3[CH:22]=2)=[N:10][N:11](COCC[Si](C)(C)C)[CH:12]=1)=[O:7])([CH3:4])([CH3:3])[CH3:2].FC(F)(F)C(O)=O.CO.[OH-].[NH4+]. Product: [C:1]([NH:5][C:6]([C:8]1[C:9]([C:21]2[S:25][C:24]3[CH:26]=[CH:27][C:28]([CH3:30])=[CH:29][C:23]=3[CH:22]=2)=[N:10][NH:11][CH:12]=1)=[O:7])([CH3:4])([CH3:3])[CH3:2]. The catalyst class is: 4. (4) Reactant: [CH3:1][NH2:2].C(O)C.Br[C:7]1[C:15]2[C:10](=[N:11][CH:12]=[C:13]([N+:16]([O-:18])=[O:17])[CH:14]=2)[NH:9][N:8]=1. Product: [CH3:1][NH:2][C:7]1[C:15]2[C:10](=[N:11][CH:12]=[C:13]([N+:16]([O-:18])=[O:17])[CH:14]=2)[NH:9][N:8]=1. The catalyst class is: 69. (5) Reactant: [CH3:1][O:2][C:3]1[CH:11]=[C:10]([O:12][C:13]([F:16])([F:15])[F:14])[CH:9]=[CH:8][C:4]=1[C:5]([OH:7])=O.S(Cl)(Cl)=O.[CH:21]1([N:24]([C@H:34]2[C:43]3[CH:42]=[C:41]([F:44])[CH:40]=[CH:39][C:38]=3[NH:37][C@H:36]3[CH2:45][CH2:46][CH2:47][C@@H:35]23)[C:25](=[O:33])[CH2:26][CH2:27][C:28]([O:30][CH2:31][CH3:32])=[O:29])[CH2:23][CH2:22]1.CCN(C(C)C)C(C)C. Product: [CH:21]1([N:24]([C@H:34]2[C:43]3[CH:42]=[C:41]([F:44])[CH:40]=[CH:39][C:38]=3[N:37]([C:5](=[O:7])[C:4]3[CH:8]=[CH:9][C:10]([O:12][C:13]([F:16])([F:15])[F:14])=[CH:11][C:3]=3[O:2][CH3:1])[C@H:36]3[CH2:45][CH2:46][CH2:47][C@@H:35]23)[C:25](=[O:33])[CH2:26][CH2:27][C:28]([O:30][CH2:31][CH3:32])=[O:29])[CH2:23][CH2:22]1. The catalyst class is: 166. (6) Reactant: C([O:8][C:9]1[CH:10]=[C:11]([C:24](=[O:27])[CH2:25][CH3:26])[C:12]2[S:16][C:15]([NH:17][C:18]([NH:20][CH2:21][CH3:22])=[O:19])=[N:14][C:13]=2[CH:23]=1)C1C=CC=CC=1.CS(O)(=O)=O. Product: [CH2:21]([NH:20][C:18]([NH:17][C:15]1[S:16][C:12]2[C:11]([C:24](=[O:27])[CH2:25][CH3:26])=[CH:10][C:9]([OH:8])=[CH:23][C:13]=2[N:14]=1)=[O:19])[CH3:22]. The catalyst class is: 4.